The task is: Predict the reaction yield, written as a fraction of the theoretical maximum amount of product (1.0 means a 100% yield; for example, 0.34 means a 34% yield).. This data is from Reaction yield outcomes from USPTO patents with 853,638 reactions. The reactants are C(NC(C)C)(C)C.[F:8][C:9]1[CH:14]=[CH:13][CH:12]=[C:11]([F:15])[N:10]=1.C([Li])CCC.[I:21]I. The catalyst is O1CCCC1. The product is [F:8][C:9]1[C:14]([I:21])=[CH:13][CH:12]=[C:11]([F:15])[N:10]=1. The yield is 0.700.